From a dataset of Reaction yield outcomes from USPTO patents with 853,638 reactions. Predict the reaction yield, written as a fraction of the theoretical maximum amount of product (1.0 means a 100% yield; for example, 0.34 means a 34% yield). (1) The yield is 0.750. The product is [CH2:17]([O:16][C:14]1[C:9]2[NH:10][C:11](=[O:13])[O:12][C:8]=2[CH:7]=[C:6]([CH2:4][OH:3])[CH:15]=1)[CH3:18]. The catalyst is ClCCl.C1COCC1. The reactants are C([O:3][C:4]([C:6]1[CH:15]=[C:14]([O:16][CH2:17][CH3:18])[C:9]2[NH:10][C:11](=[O:13])[O:12][C:8]=2[CH:7]=1)=O)C.[H-].C([Al+]CC(C)C)C(C)C. (2) The reactants are Br[C:2]1[CH:3]=[CH:4][C:5]([C@@H:8]([OH:10])[CH3:9])=[N:6][CH:7]=1.[F:11][C:12]1[CH:13]=[C:14]([N:27]2[CH2:31][C@H:30]([CH2:32][N:33]3[CH:37]=[CH:36][N:35]=[N:34]3)[O:29][C:28]2=[O:38])[CH:15]=[CH:16][C:17]=1B1OC(C)(C)C(C)(C)O1.C(=O)([O-])[O-].[Na+].[Na+]. No catalyst specified. The product is [F:11][C:12]1[CH:13]=[C:14]([N:27]2[CH2:31][C@H:30]([CH2:32][N:33]3[CH:37]=[CH:36][N:35]=[N:34]3)[O:29][C:28]2=[O:38])[CH:15]=[CH:16][C:17]=1[C:2]1[CH:7]=[N:6][C:5]([C@@H:8]([OH:10])[CH3:9])=[CH:4][CH:3]=1. The yield is 0.380. (3) The reactants are Br[C:2]1[CH:14]=[N:13][C:12]2[C:11]3[CH:10]=[CH:9][C:8]([C:15]4([O:19][Si:20]([C:23]([CH3:26])([CH3:25])[CH3:24])([CH3:22])[CH3:21])[CH2:18][O:17][CH2:16]4)=[CH:7][C:6]=3[NH:5][C:4]=2[CH:3]=1.[CH3:27][N:28]1[C:32]([Sn](CCCC)(CCCC)CCCC)=[C:31]([CH3:46])[N:30]=[N:29]1.CCN(CC)CC. The catalyst is CN(C=O)C.CCOC(C)=O.[Cu]I.C1C=CC([P]([Pd]([P](C2C=CC=CC=2)(C2C=CC=CC=2)C2C=CC=CC=2)([P](C2C=CC=CC=2)(C2C=CC=CC=2)C2C=CC=CC=2)[P](C2C=CC=CC=2)(C2C=CC=CC=2)C2C=CC=CC=2)(C2C=CC=CC=2)C2C=CC=CC=2)=CC=1. The product is [Si:20]([O:19][C:15]1([C:8]2[CH:9]=[CH:10][C:11]3[C:12]4[N:13]=[CH:14][C:2]([C:32]5[N:28]([CH3:27])[N:29]=[N:30][C:31]=5[CH3:46])=[CH:3][C:4]=4[NH:5][C:6]=3[CH:7]=2)[CH2:18][O:17][CH2:16]1)([C:23]([CH3:26])([CH3:25])[CH3:24])([CH3:22])[CH3:21]. The yield is 0.860. (4) The reactants are [CH3:1][C:2]1[CH:3]=[CH:4][C:5]([NH2:8])=[N:6][CH:7]=1.[Cl-].C[Al+]C.[CH3:13][N:14]1[CH:22]=[C:21]2[C:16]([CH:17]=[C:18]([C:37](OC)=[O:38])[CH:19]=[C:20]2[O:23][C:24]2[CH:29]=[N:28][C:27]([C:30]([N:32]3[CH2:36][CH2:35][CH2:34][CH2:33]3)=[O:31])=[CH:26][N:25]=2)=[N:15]1. The catalyst is COCCOC.C(OCC)(=O)C. The product is [CH3:13][N:14]1[CH:22]=[C:21]2[C:16]([CH:17]=[C:18]([C:37]([NH:8][C:5]3[CH:4]=[CH:3][C:2]([CH3:1])=[CH:7][N:6]=3)=[O:38])[CH:19]=[C:20]2[O:23][C:24]2[CH:29]=[N:28][C:27]([C:30]([N:32]3[CH2:33][CH2:34][CH2:35][CH2:36]3)=[O:31])=[CH:26][N:25]=2)=[N:15]1. The yield is 0.760. (5) The reactants are [N+:1]([C:4]1[CH:23]=[CH:22][C:7]([C:8]([O:10][CH2:11][C@H:12]2[CH2:16][C@H:15]([O:17]S(C)(=O)=O)[CH2:14][O:13]2)=[O:9])=[CH:6][CH:5]=1)([O-:3])=[O:2].[Cl:24][C:25]1[CH:34]=[C:33](O)[C:32]([Cl:36])=[C:31]2[C:26]=1[CH2:27][CH2:28][NH:29][C:30]2=[O:37].C(=O)([O-])[O-].[Cs+].[Cs+]. The catalyst is CN(C)C=O.C(OCC)(=O)C. The product is [Cl:24][C:25]1[CH:34]=[C:33]([O:17][C@H:15]2[CH2:14][O:13][C@@H:12]([CH2:11][O:10][C:8](=[O:9])[C:7]3[CH:22]=[CH:23][C:4]([N+:1]([O-:3])=[O:2])=[CH:5][CH:6]=3)[CH2:16]2)[C:32]([Cl:36])=[C:31]2[C:26]=1[CH2:27][CH2:28][NH:29][C:30]2=[O:37]. The yield is 0.310.